This data is from Forward reaction prediction with 1.9M reactions from USPTO patents (1976-2016). The task is: Predict the product of the given reaction. (1) Given the reactants [CH3:1][O:2][C:3]1[CH:8]=[CH:7][C:6]([C:9]2[N:10]=[C:11]([NH2:22])[S:12][C:13]=2[CH2:14][CH2:15][C:16]2[CH:21]=[CH:20][CH:19]=[CH:18][CH:17]=2)=[CH:5][CH:4]=1.[CH3:23][O:24][C:25]1[CH:26]=[C:27]([CH:31]=[CH:32][C:33]=1[O:34][CH3:35])[C:28](Cl)=[O:29], predict the reaction product. The product is: [CH3:23][O:24][C:25]1[CH:26]=[C:27]([CH:31]=[CH:32][C:33]=1[O:34][CH3:35])[C:28]([NH:22][C:11]1[S:12][C:13]([CH2:14][CH2:15][C:16]2[CH:17]=[CH:18][CH:19]=[CH:20][CH:21]=2)=[C:9]([C:6]2[CH:5]=[CH:4][C:3]([O:2][CH3:1])=[CH:8][CH:7]=2)[N:10]=1)=[O:29]. (2) Given the reactants [H-].[Na+].[O:3]1[CH2:8]CO[CH2:5][CH2:4]1.[CH2:9]([N:16]([CH2:24][C:25]1[CH:30]=[CH:29][CH:28]=[CH:27][CH:26]=1)[C@H:17]1[CH2:22][CH2:21][C@H:20]([OH:23])[CH2:19][CH2:18]1)[C:10]1[CH:15]=[CH:14][CH:13]=[CH:12][CH:11]=1.COCCCl, predict the reaction product. The product is: [CH2:24]([N:16]([CH2:9][C:10]1[CH:11]=[CH:12][CH:13]=[CH:14][CH:15]=1)[C@H:17]1[CH2:22][CH2:21][C@H:20]([O:23][CH2:5][CH2:4][O:3][CH3:8])[CH2:19][CH2:18]1)[C:25]1[CH:30]=[CH:29][CH:28]=[CH:27][CH:26]=1. (3) Given the reactants [CH3:1][S:2]([OH:5])(=[O:4])=[O:3].[CH3:6][C:7]1[N:11]([C:12]2[CH:17]=[CH:16][C:15]([C:18]([F:21])([F:20])[F:19])=[CH:14][N:13]=2)[N:10]=[CH:9][C:8]=1[C:22]([NH:24][C:25]1[CH:26]=[N:27][C:28]([C:31]2[CH2:36][CH2:35][CH:34]([N:37]3[CH2:42][CH2:41][O:40][CH2:39][CH2:38]3)[CH2:33][CH:32]=2)=[CH:29][CH:30]=1)=[O:23], predict the reaction product. The product is: [S:2]([OH:5])(=[O:4])(=[O:3])[CH3:1].[CH3:6][C:7]1[N:11]([C:12]2[CH:17]=[CH:16][C:15]([C:18]([F:20])([F:21])[F:19])=[CH:14][N:13]=2)[N:10]=[CH:9][C:8]=1[C:22]([NH:24][C:25]1[CH:26]=[N:27][C:28]([C:31]2[CH2:36][CH2:35][CH:34]([N:37]3[CH2:38][CH2:39][O:40][CH2:41][CH2:42]3)[CH2:33][CH:32]=2)=[CH:29][CH:30]=1)=[O:23]. (4) Given the reactants [C:1]1([C:7]2[S:8][CH2:9][CH:10]([C:12]([OH:14])=O)[N:11]=2)[CH:6]=[CH:5][CH:4]=[CH:3][CH:2]=1.CCN=C=NCCC[N:23]([CH3:25])C.C1C=CC2N(O)N=NC=2C=1.CN1CC[O:40][CH2:39]C1, predict the reaction product. The product is: [CH3:39][O:40][CH2:25][NH:23][C:12]([CH:10]1[CH2:9][S:8][C:7]([C:1]2[CH:6]=[CH:5][CH:4]=[CH:3][CH:2]=2)=[N:11]1)=[O:14]. (5) Given the reactants [OH:1][C:2]1[C:3]([CH3:18])=[N:4][N:5]([CH2:8][CH2:9][NH:10][C:11](=[O:17])[O:12][C:13]([CH3:16])([CH3:15])[CH3:14])[C:6]=1[CH3:7].Br[CH2:20][CH:21]([CH2:24][CH3:25])[CH2:22][CH3:23], predict the reaction product. The product is: [CH2:22]([CH:21]([CH2:24][CH3:25])[CH2:20][O:1][C:2]1[C:3]([CH3:18])=[N:4][N:5]([CH2:8][CH2:9][NH:10][C:11](=[O:17])[O:12][C:13]([CH3:14])([CH3:15])[CH3:16])[C:6]=1[CH3:7])[CH3:23]. (6) Given the reactants [Br:1][C:2]1[CH:3]=[C:4]([CH:8]=O)[CH:5]=[N:6][CH:7]=1.[CH3:10][C@H:11]1[O:16][C@@H:15]([CH3:17])[CH2:14][NH:13][CH2:12]1.C(O[BH-](OC(=O)C)OC(=O)C)(=O)C.[Na+], predict the reaction product. The product is: [Br:1][C:2]1[CH:3]=[C:4]([CH2:8][N:13]2[CH2:12][C@H:11]([CH3:10])[O:16][C@H:15]([CH3:17])[CH2:14]2)[CH:5]=[N:6][CH:7]=1. (7) Given the reactants C1(N)CCCC1.BrC1C(Cl)=NC(Cl)=NC=1.[Br:16][C:17]1[C:18]([NH:24][CH:25]([CH2:28][CH3:29])[CH2:26][CH3:27])=[N:19][C:20]([Cl:23])=[N:21][CH:22]=1, predict the reaction product. The product is: [Br:16][C:17]1[C:18]([NH:24][CH:25]2[CH2:28][CH2:29][CH2:27][CH2:26]2)=[N:19][C:20]([Cl:23])=[N:21][CH:22]=1. (8) Given the reactants [H-].[Na+].[CH2:3]([OH:8])[CH2:4][CH2:5][CH:6]=[CH2:7].Cl[C:10]1[N:15]=[C:14](Cl)[N:13]=[C:12](Cl)[N:11]=1.[OH2:18], predict the reaction product. The product is: [CH2:3]([O:8][C:10]1[N:15]=[C:14]([O:18][CH2:7][CH2:6][CH2:5][CH:4]=[CH2:3])[N:13]=[C:12]([O:8][CH2:3][CH2:4][CH2:5][CH:6]=[CH2:7])[N:11]=1)[CH2:4][CH2:5][CH:6]=[CH2:7]. (9) Given the reactants [NH2:1][C:2]1[C:7]([F:8])=[CH:6][C:5](/[C:9](/[CH3:16])=[CH:10]/[C:11]([O:13][CH2:14][CH3:15])=[O:12])=[C:4]([F:17])[CH:3]=1.[CH3:18][Si:19]([CH3:48])([CH3:47])[C:20]1[CH:21]=[C:22]([CH:40]=[C:41]([Si:43]([CH3:46])([CH3:45])[CH3:44])[CH:42]=1)[C:23](NC1C=CC(C=CC(OCC)=O)=C(F)C=1)=[O:24], predict the reaction product. The product is: [CH3:44][Si:43]([CH3:46])([CH3:45])[C:41]1[CH:40]=[C:22]([CH:21]=[C:20]([Si:19]([CH3:48])([CH3:47])[CH3:18])[CH:42]=1)[C:23]([NH:1][C:2]1[C:7]([F:8])=[CH:6][C:5](/[C:9](/[CH3:16])=[CH:10]/[C:11]([O:13][CH2:14][CH3:15])=[O:12])=[C:4]([F:17])[CH:3]=1)=[O:24]. (10) The product is: [P:9]([Cl:13])([Cl:12])([Cl:11])=[O:10].[NH2:1][C:2]1[CH:3]=[C:4]([Cl:15])[N:5]=[CH:6][N:7]=1. Given the reactants [NH2:1][C:2]1[N:7]=[CH:6][N:5]=[C:4](O)[CH:3]=1.[P:9]([Cl:13])([Cl:12])([Cl:11])=[O:10].P(Cl)(Cl)(Cl)(Cl)[Cl:15].C1C=CC=CC=1, predict the reaction product.